Dataset: Forward reaction prediction with 1.9M reactions from USPTO patents (1976-2016). Task: Predict the product of the given reaction. Given the reactants [Cl:1][C:2]1[CH:3]=[C:4]2[C:9](=[C:10]([Cl:12])[CH:11]=1)[CH:8]=[N:7][C:6]([N:13]=[C:14]=S)=[CH:5]2.C(=O)([O-])[O-].[Cs+].[Cs+].Cl.Cl.[NH2:24][CH2:25][C@@:26]1([OH:34])[CH:31]2[CH2:32][CH2:33][N:28]([CH2:29][CH2:30]2)[CH2:27]1.C(N=C=NC(C)C)(C)C, predict the reaction product. The product is: [Cl:1][C:2]1[CH:3]=[C:4]2[C:9](=[C:10]([Cl:12])[CH:11]=1)[CH:8]=[N:7][C:6]([NH:13][C:14]1[O:34][C@:26]3([CH2:25][N:24]=1)[CH:31]1[CH2:32][CH2:33][N:28]([CH2:29][CH2:30]1)[CH2:27]3)=[CH:5]2.